Dataset: Full USPTO retrosynthesis dataset with 1.9M reactions from patents (1976-2016). Task: Predict the reactants needed to synthesize the given product. (1) Given the product [Br:1][C:2]1[CH:3]=[N:4][C:5]([C:8]2[N:9]([CH3:25])[C:10]3[C:15]([C:16]=2[CH:17]2[CH2:21][CH2:20][CH2:19][CH2:18]2)=[CH:14][CH:13]=[C:12]([C:22]([NH:44][C:45]2([C:49]4[N:53]([CH3:54])[C:52]5[CH:55]=[C:56](/[CH:59]=[CH:60]/[C:61]([O:63][CH2:64][CH2:65][CH2:66][CH3:67])=[O:62])[CH:57]=[CH:58][C:51]=5[N:50]=4)[CH2:46][CH2:47][CH2:48]2)=[O:23])[CH:11]=3)=[N:6][CH:7]=1, predict the reactants needed to synthesize it. The reactants are: [Br:1][C:2]1[CH:3]=[N:4][C:5]([C:8]2[N:9]([CH3:25])[C:10]3[C:15]([C:16]=2[CH:17]2[CH2:21][CH2:20][CH2:19][CH2:18]2)=[CH:14][CH:13]=[C:12]([C:22](O)=[O:23])[CH:11]=3)=[N:6][CH:7]=1.S(Cl)(Cl)=O.C(NCC)C.C(N(CC)C(C)C)(C)C.[NH2:44][C:45]1([C:49]2[N:53]([CH3:54])[C:52]3[CH:55]=[C:56](/[CH:59]=[CH:60]/[C:61]([O:63][CH2:64][CH2:65][CH2:66][CH3:67])=[O:62])[CH:57]=[CH:58][C:51]=3[N:50]=2)[CH2:48][CH2:47][CH2:46]1. (2) Given the product [CH:1]1([N:4]([CH3:29])[C:5]2[C:6]([C:19]3[CH:20]=[C:21]4[C:25](=[CH:26][CH:27]=3)[NH:24][C:23]([CH3:28])=[CH:22]4)=[N:7][C:8]3[C:13]([N:14]=2)=[CH:12][C:11]([C:15]([OH:17])=[O:16])=[CH:10][CH:9]=3)[CH2:2][CH2:3]1, predict the reactants needed to synthesize it. The reactants are: [CH:1]1([N:4]([CH3:29])[C:5]2[C:6]([C:19]3[CH:20]=[C:21]4[C:25](=[CH:26][CH:27]=3)[NH:24][C:23]([CH3:28])=[CH:22]4)=[N:7][C:8]3[C:13]([N:14]=2)=[CH:12][C:11]([C:15]([O:17]C)=[O:16])=[CH:10][CH:9]=3)[CH2:3][CH2:2]1.[OH-].[Na+].O. (3) Given the product [F:1][C:2]1[CH:7]=[C:6]([CH2:8][OH:9])[CH:5]=[C:4]([F:11])[N:3]=1, predict the reactants needed to synthesize it. The reactants are: [F:1][C:2]1[CH:7]=[C:6]([C:8](O)=[O:9])[CH:5]=[C:4]([F:11])[N:3]=1.CO. (4) Given the product [CH3:1][S:2][C:3]1[S:4][C:5]([C:13]2[CH:17]=[CH:16][N:15]([CH2:18][O:19][CH2:20][CH2:21][Si:22]([CH3:24])([CH3:23])[CH3:25])[N:14]=2)=[C:6]2[CH2:11][CH2:10][N:9]([C:27]3[CH:32]=[CH:31][CH:30]=[CH:29][CH:28]=3)[C:8](=[O:12])[C:7]=12, predict the reactants needed to synthesize it. The reactants are: [CH3:1][S:2][C:3]1[S:4][C:5]([C:13]2[CH:17]=[CH:16][N:15]([CH2:18][O:19][CH2:20][CH2:21][Si:22]([CH3:25])([CH3:24])[CH3:23])[N:14]=2)=[C:6]2[CH2:11][CH2:10][NH:9][C:8](=[O:12])[C:7]=12.I[C:27]1[CH:32]=[CH:31][CH:30]=[CH:29][CH:28]=1.C([O-])([O-])=O.[K+].[K+]. (5) Given the product [I:15][C:14]1[C:4](/[N:3]=[C:8](\[O:10][CH3:11])/[CH3:7])=[N:5][CH:6]=[C:7]([CH:13]=1)[C:8]([O:10][CH2:11][CH3:12])=[O:9], predict the reactants needed to synthesize it. The reactants are: NN.[NH2:3][C:4]1[C:14]([I:15])=[CH:13][C:7]([C:8]([O:10][CH2:11][CH3:12])=[O:9])=[CH:6][N:5]=1. (6) Given the product [Cl:28][C:17]1[C:18]([C:20]2[CH:25]=[CH:24][C:23]([Cl:26])=[C:22]([CH3:27])[CH:21]=2)=[CH:19][C:13]2[N:12]=[C:11]([S:10][CH2:9][P:4](=[O:3])([OH:8])[OH:5])[NH:15][C:14]=2[CH:16]=1, predict the reactants needed to synthesize it. The reactants are: C([O:3][P:4]([CH2:9][S:10][C:11]1[NH:15][C:14]2[CH:16]=[C:17]([Cl:28])[C:18]([C:20]3[CH:25]=[CH:24][C:23]([Cl:26])=[C:22]([CH3:27])[CH:21]=3)=[CH:19][C:13]=2[N:12]=1)(=[O:8])[O:5]CC)C.Br[Si](C)(C)C. (7) Given the product [CH2:18]([C:2]1[N:3]=[N+:4]([O-:15])[C:5]2[CH:14]=[C:13]3[C:9]([CH2:10][CH2:11][CH2:12]3)=[CH:8][C:6]=2[N:7]=1)[CH:17]=[CH2:16], predict the reactants needed to synthesize it. The reactants are: I[C:2]1[N:3]=[N+:4]([O-:15])[C:5]2[CH:14]=[C:13]3[C:9]([CH2:10][CH2:11][CH2:12]3)=[CH:8][C:6]=2[N:7]=1.[CH2:16]([Sn](CCCC)(CCCC)CCCC)[CH:17]=[CH2:18]. (8) The reactants are: [C:1]([O:5][C:6]([N:8]1[CH2:12][CH2:11][CH2:10][CH:9]1C1NC(C2C=CC(C3C4C(=C(B5OC(C)(C)C(C)(C)O5)C=CC=4)C=CC=3)=CC=2)=CN=1)=[O:7])([CH3:4])([CH3:3])[CH3:2].C(OC(N1CCCC1C1NC(Br)=CN=1)=O)(C)(C)C.C([O-])([O-])=O.[K+].[K+]. Given the product [C:1]([O:5][C:6]([N:8]1[CH2:12][CH2:11][CH2:10][CH2:9]1)=[O:7])([CH3:4])([CH3:2])[CH3:3], predict the reactants needed to synthesize it.